Dataset: Full USPTO retrosynthesis dataset with 1.9M reactions from patents (1976-2016). Task: Predict the reactants needed to synthesize the given product. (1) The reactants are: [Cl:1][C:2]1[CH:3]=[N:4][C:5]2[N:6]([N:8]=[C:9]([C:11]([OH:13])=O)[CH:10]=2)[CH:7]=1.[F:14][C:15]1[C:20]([C:21]2[N:25]3[CH2:26][CH2:27][NH:28][CH:29]([CH3:30])[C:24]3=[N:23][N:22]=2)=[CH:19][CH:18]=[CH:17][N:16]=1. Given the product [Cl:1][C:2]1[CH:3]=[N:4][C:5]2[N:6]([N:8]=[C:9]([C:11]([N:28]3[CH2:27][CH2:26][N:25]4[C:21]([C:20]5[C:15]([F:14])=[N:16][CH:17]=[CH:18][CH:19]=5)=[N:22][N:23]=[C:24]4[CH:29]3[CH3:30])=[O:13])[CH:10]=2)[CH:7]=1, predict the reactants needed to synthesize it. (2) Given the product [OH:16][C:11]1[CH:12]=[CH:13][CH:14]=[CH:15][C:10]=1[C:9]([NH:8][CH2:7][C:6]([OH:18])=[O:5])=[O:17], predict the reactants needed to synthesize it. The reactants are: [Li+].[OH-].C([O:5][C:6](=[O:18])[CH2:7][NH:8][C:9](=[O:17])[C:10]1[CH:15]=[CH:14][CH:13]=[CH:12][C:11]=1[OH:16])C.